From a dataset of Reaction yield outcomes from USPTO patents with 853,638 reactions. Predict the reaction yield, written as a fraction of the theoretical maximum amount of product (1.0 means a 100% yield; for example, 0.34 means a 34% yield). (1) The reactants are [Br:1][C:2]1[CH:3]=[CH:4][C:5]([OH:8])=[N:6][CH:7]=1.[H-].[Na+].I[CH3:12].O. The catalyst is C1COCC1. The product is [Br:1][C:2]1[CH:3]=[CH:4][C:5](=[O:8])[N:6]([CH3:12])[CH:7]=1. The yield is 0.690. (2) The reactants are [NH2:1][C:2]1[C:3]([N:23]2[CH2:28][CH2:27][N:26]([C:29]3[CH:34]=[CH:33][CH:32]=[CH:31][C:30]=3[CH3:35])[CH2:25][CH2:24]2)=[CH:4][C:5]([N:20]([CH3:22])[CH3:21])=[C:6]([CH:19]=1)[C:7]([NH:9][CH2:10][CH2:11][CH2:12][N:13]1[CH2:17][CH2:16][CH2:15][C:14]1=[O:18])=[O:8].[CH:36]1([C:39]2[O:40][CH:41]=[C:42]([C:44](O)=[O:45])[N:43]=2)[CH2:38][CH2:37]1.C(N(CC)C(C)C)(C)C.CN(C(ON1N=NC2C=CC=NC1=2)=[N+](C)C)C.F[P-](F)(F)(F)(F)F. The catalyst is CN(C)C=O.O. The product is [CH3:21][N:20]([CH3:22])[C:5]1[C:6]([C:7](=[O:8])[NH:9][CH2:10][CH2:11][CH2:12][N:13]2[CH2:17][CH2:16][CH2:15][C:14]2=[O:18])=[CH:19][C:2]([NH:1][C:44]([C:42]2[N:43]=[C:39]([CH:36]3[CH2:38][CH2:37]3)[O:40][CH:41]=2)=[O:45])=[C:3]([N:23]2[CH2:24][CH2:25][N:26]([C:29]3[CH:34]=[CH:33][CH:32]=[CH:31][C:30]=3[CH3:35])[CH2:27][CH2:28]2)[CH:4]=1. The yield is 0.700. (3) The reactants are [O:1]1[C:5]2[CH:6]=[CH:7][CH:8]=[CH:9][C:4]=2[O:3][CH2:2]1.[N+:10]([O-])([OH:12])=[O:11]. The catalyst is O. The product is [N+:10]([C:8]1[CH:7]=[CH:6][C:5]2[O:1][CH2:2][O:3][C:4]=2[CH:9]=1)([O-:12])=[O:11]. The yield is 0.870.